Dataset: Reaction yield outcomes from USPTO patents with 853,638 reactions. Task: Predict the reaction yield, written as a fraction of the theoretical maximum amount of product (1.0 means a 100% yield; for example, 0.34 means a 34% yield). (1) The catalyst is C1C=CC=CC=1. The product is [CH3:1][O:2][C:3]1[CH:4]=[C:5]([C:12]2[O:13][CH:14]=[C:15]([C:17]([O:19][CH3:20])=[O:18])[N:16]=2)[CH:6]=[CH:7][C:8]=1[N+:9]([O-:11])=[O:10]. The reactants are [CH3:1][O:2][C:3]1[CH:4]=[C:5]([C:12]2[O:13][CH2:14][CH:15]([C:17]([O:19][CH3:20])=[O:18])[N:16]=2)[CH:6]=[CH:7][C:8]=1[N+:9]([O-:11])=[O:10].BrN1C(=O)CCC1=O. The yield is 0.850. (2) The reactants are Br[C:2]1[CH:3]=[N:4][C:5]([NH:8][CH2:9][C:10]([C:13]2[CH:18]=[CH:17][C:16]([F:19])=[CH:15][CH:14]=2)([CH3:12])[CH3:11])=[N:6][CH:7]=1.[C:20]([C:22]1[CH:23]=[C:24](B(O)O)[CH:25]=[CH:26][C:27]=1[F:28])#[N:21].C(=O)([O-])[O-].[K+].[K+]. The catalyst is O1CCOCC1. The product is [F:28][C:27]1[CH:26]=[CH:25][C:24]([C:2]2[CH:3]=[N:4][C:5]([NH:8][CH2:9][C:10]([C:13]3[CH:18]=[CH:17][C:16]([F:19])=[CH:15][CH:14]=3)([CH3:12])[CH3:11])=[N:6][CH:7]=2)=[CH:23][C:22]=1[C:20]#[N:21]. The yield is 0.730.